This data is from Full USPTO retrosynthesis dataset with 1.9M reactions from patents (1976-2016). The task is: Predict the reactants needed to synthesize the given product. (1) Given the product [S:11]1[CH:12]=[CH:13][C:9]2[CH:8]=[CH:7][C:6]([CH:3]([NH:2][C:29]([C:27]3[N:26]=[N:25][N:24]([CH2:23][CH2:22][NH:21][C:19](=[O:20])[C:18]4[CH:32]=[CH:33][C:34]([O:38][CH3:39])=[C:35]([O:36][CH3:37])[C:17]=4[O:16][CH3:15])[CH:28]=3)=[O:30])[C:4]#[N:5])=[CH:14][C:10]1=2, predict the reactants needed to synthesize it. The reactants are: Cl.[NH2:2][CH:3]([C:6]1[CH:7]=[CH:8][C:9]2[CH:13]=[CH:12][S:11][C:10]=2[CH:14]=1)[C:4]#[N:5].[CH3:15][O:16][C:17]1[C:35]([O:36][CH3:37])=[C:34]([O:38][CH3:39])[CH:33]=[CH:32][C:18]=1[C:19]([NH:21][CH2:22][CH2:23][N:24]1[CH:28]=[C:27]([C:29](O)=[O:30])[N:26]=[N:25]1)=[O:20]. (2) Given the product [CH2:1]([C:3]1[O:7][C:6]([C:8]([C:10]2[CH:15]=[CH:14][CH:13]=[CH:12][N:11]=2)=[O:9])=[CH:5][CH:4]=1)[CH3:2], predict the reactants needed to synthesize it. The reactants are: [CH2:1]([C:3]1[O:7][C:6]([CH:8]([C:10]2[CH:15]=[CH:14][CH:13]=[CH:12][N:11]=2)[OH:9])=[CH:5][CH:4]=1)[CH3:2]. (3) Given the product [NH2:49][CH2:48][CH2:47][CH2:46][CH2:45][NH:50][C:11]1[C:23]2[C:22]3[C:17](=[C:18]([N:25]([C:26]([O:27][C:28]([CH3:30])([CH3:31])[CH3:29])=[O:32])[CH3:33])[CH:19]=[C:20]([F:24])[CH:21]=3)[NH:16][C:15]=2[N:14]=[C:13]([O:34][C:35]2[CH:40]=[N:39][C:38]([S:41][CH2:52][C:53]([OH:55])=[O:54])=[N:37][CH:36]=2)[N:12]=1, predict the reactants needed to synthesize it. The reactants are: C(S([C:11]1[C:23]2[C:22]3[C:17](=[C:18]([N:25]([CH3:33])[C:26](=[O:32])[O:27][C:28]([CH3:31])([CH3:30])[CH3:29])[CH:19]=[C:20]([F:24])[CH:21]=3)[NH:16][C:15]=2[N:14]=[C:13]([O:34][C:35]2[CH:36]=[N:37][C:38]([S:41](C)(=O)=O)=[N:39][CH:40]=2)[N:12]=1)(=O)=O)C1C=CC=CC=1.[CH2:45]([NH2:50])[CH2:46][CH2:47][CH2:48][NH2:49].S[CH2:52][C:53]([O:55]CC)=[O:54].[OH-].[Na+]. (4) Given the product [NH:8]1[CH2:16][CH2:15][NH:14][CH2:13][CH2:12][NH:11][CH2:10][CH:9]1[CH2:31][NH2:32], predict the reactants needed to synthesize it. The reactants are: C([N:8]1[CH2:16][CH2:15][N:14](CC2C=CC=CC=2)[CH2:13][CH2:12][N:11](CC2C=CC=CC=2)[CH2:10][CH:9]1[CH2:31][NH2:32])C1C=CC=CC=1.C(O)(=O)C.O. (5) Given the product [F:18][C:2]([F:17])([F:1])[C:3]1[CH:4]=[CH:5][C:6]([C:9]2[CH:16]=[CH:15][C:12]([CH:13]([OH:14])[CH2:19][CH2:20][CH2:21][CH3:22])=[CH:11][CH:10]=2)=[N:7][CH:8]=1, predict the reactants needed to synthesize it. The reactants are: [F:1][C:2]([F:18])([F:17])[C:3]1[CH:4]=[CH:5][C:6]([C:9]2[CH:16]=[CH:15][C:12]([CH:13]=[O:14])=[CH:11][CH:10]=2)=[N:7][CH:8]=1.[CH2:19]([Mg]Br)[CH2:20][CH2:21][CH3:22].